From a dataset of Reaction yield outcomes from USPTO patents with 853,638 reactions. Predict the reaction yield, written as a fraction of the theoretical maximum amount of product (1.0 means a 100% yield; for example, 0.34 means a 34% yield). (1) The reactants are [CH3:1][C:2]1[CH:10]=[CH:9][CH:8]=[CH:7][C:3]=1[C:4](Cl)=[O:5].[C:11]([C:13]1[CH:14]=[C:15]([NH2:19])[CH:16]=[CH:17][CH:18]=1)#[CH:12].CCN(CC)CC. The catalyst is C1COCC1. The product is [C:11]([C:13]1[CH:14]=[C:15]([NH:19][C:4](=[O:5])[C:3]2[CH:7]=[CH:8][CH:9]=[CH:10][C:2]=2[CH3:1])[CH:16]=[CH:17][CH:18]=1)#[CH:12]. The yield is 0.880. (2) The reactants are Cl[S:2]([C:5]1[CH:6]=[C:7]([CH:11]=[CH:12][CH:13]=1)[C:8]([OH:10])=[O:9])(=[O:4])=[O:3].[NH:14]1[CH2:19][CH2:18][CH2:17][CH2:16][CH2:15]1. The catalyst is C(Cl)Cl. The product is [N:14]1([S:2]([C:5]2[CH:6]=[C:7]([CH:11]=[CH:12][CH:13]=2)[C:8]([OH:10])=[O:9])(=[O:4])=[O:3])[CH2:19][CH2:18][CH2:17][CH2:16][CH2:15]1. The yield is 0.900. (3) The reactants are [Br:1][C:2]1[CH:3]=[C:4]([F:12])[C:5]2[O:9][C:8](=[O:10])[NH:7][C:6]=2[CH:11]=1.[H-].[Na+].[CH3:15]I. The catalyst is CN(C=O)C. The product is [Br:1][C:2]1[CH:3]=[C:4]([F:12])[C:5]2[O:9][C:8](=[O:10])[N:7]([CH3:15])[C:6]=2[CH:11]=1. The yield is 0.640. (4) The product is [CH3:18][O:19][C:20]([C:22]1[CH:23]=[C:24]([C:29]2[CH:30]=[CH:31][C:32]([CH3:35])=[CH:33][CH:34]=2)[CH:25]=[C:26]([C:13]2[S:14][CH:15]=[CH:16][N:17]=2)[CH:27]=1)=[O:21]. The yield is 0.800. The reactants are BrCCBr.C=C.C[Si](Cl)(C)C.Br[C:13]1[S:14][CH:15]=[CH:16][N:17]=1.[CH3:18][O:19][C:20]([C:22]1[CH:23]=[C:24]([C:29]2[CH:34]=[CH:33][C:32]([CH3:35])=[CH:31][CH:30]=2)[CH:25]=[C:26](I)[CH:27]=1)=[O:21]. The catalyst is C1COCC1.[Zn].C1C=CC([P]([Pd]([P](C2C=CC=CC=2)(C2C=CC=CC=2)C2C=CC=CC=2)([P](C2C=CC=CC=2)(C2C=CC=CC=2)C2C=CC=CC=2)[P](C2C=CC=CC=2)(C2C=CC=CC=2)C2C=CC=CC=2)(C2C=CC=CC=2)C2C=CC=CC=2)=CC=1. (5) The reactants are [Cl:1][C:2]([Cl:49])([Cl:48])[CH2:3][O:4][C:5]([N:7]1[C:19]2[CH2:18][N:17]([S:20]([CH2:23][CH:24]([CH:32]3[CH2:37][CH2:36][N:35]([C:38]([O:40][CH2:41][C:42]4[CH:47]=[CH:46][CH:45]=[CH:44][CH:43]=4)=[O:39])[CH2:34][CH2:33]3)[C:25]([O:27]C(C)(C)C)=[O:26])(=[O:22])=[O:21])[CH2:16][CH2:15][C:14]=2[C:13]2[C:8]1=[CH:9][CH:10]=[CH:11][CH:12]=2)=[O:6].CO. The catalyst is ClCCl. The product is [Cl:49][C:2]([Cl:1])([Cl:48])[CH2:3][O:4][C:5]([N:7]1[C:19]2[CH2:18][N:17]([S:20]([CH2:23][CH:24]([CH:32]3[CH2:33][CH2:34][N:35]([C:38]([O:40][CH2:41][C:42]4[CH:47]=[CH:46][CH:45]=[CH:44][CH:43]=4)=[O:39])[CH2:36][CH2:37]3)[C:25]([OH:27])=[O:26])(=[O:22])=[O:21])[CH2:16][CH2:15][C:14]=2[C:13]2[C:8]1=[CH:9][CH:10]=[CH:11][CH:12]=2)=[O:6]. The yield is 0.940. (6) The reactants are Br[CH2:2][C:3]([N:5]1[CH2:11][C:10]2[CH:12]=[CH:13][CH:14]=[CH:15][C:9]=2[O:8][C:7]2[CH:16]=[CH:17][CH:18]=[CH:19][C:6]1=2)=[O:4].[OH:20][C:21]1[CH:30]=[CH:29][C:24]([C:25]([O:27][CH3:28])=[O:26])=[CH:23][CH:22]=1.C(=O)([O-])[O-].[Cs+].[Cs+]. The catalyst is C(#N)C.C(OCC)(=O)C. The product is [CH:12]1[C:10]2[CH2:11][N:5]([C:3](=[O:4])[CH2:2][O:20][C:21]3[CH:22]=[CH:23][C:24]([C:25]([O:27][CH3:28])=[O:26])=[CH:29][CH:30]=3)[C:6]3[CH:19]=[CH:18][CH:17]=[CH:16][C:7]=3[O:8][C:9]=2[CH:15]=[CH:14][CH:13]=1. The yield is 0.320. (7) The reactants are [C:1]([O:5][C:6](=[O:19])[NH:7][C:8]([C:12]1[CH:13]=[N:14][C:15]([Cl:18])=[CH:16][CH:17]=1)([CH3:11])[CH:9]=[O:10])([CH3:4])([CH3:3])[CH3:2].[Cl:20][C:21]1[CH:26]=[CH:25][C:24]([Mg]Br)=[CH:23][C:22]=1[F:29].[Cl-].[NH4+]. The catalyst is O1CCCC1. The product is [C:1]([O:5][C:6](=[O:19])[NH:7][C:8]([C:12]1[CH:13]=[N:14][C:15]([Cl:18])=[CH:16][CH:17]=1)([CH3:11])[CH:9]([C:24]1[CH:25]=[CH:26][C:21]([Cl:20])=[C:22]([F:29])[CH:23]=1)[OH:10])([CH3:2])([CH3:3])[CH3:4]. The yield is 0.840.